From a dataset of Peptide-MHC class I binding affinity with 185,985 pairs from IEDB/IMGT. Regression. Given a peptide amino acid sequence and an MHC pseudo amino acid sequence, predict their binding affinity value. This is MHC class I binding data. The peptide sequence is YGSWFGLIY. The MHC is HLA-B39:01 with pseudo-sequence HLA-B39:01. The binding affinity (normalized) is 0.0847.